Task: Predict the reaction yield, written as a fraction of the theoretical maximum amount of product (1.0 means a 100% yield; for example, 0.34 means a 34% yield).. Dataset: Reaction yield outcomes from USPTO patents with 853,638 reactions The reactants are [Cl:1][CH2:2][CH2:3][CH2:4][S:5]([O:8][CH2:9][C:10]([CH3:23])([CH3:22])[CH:11]([O:14][CH2:15][C:16]1[CH:21]=[CH:20][CH:19]=[CH:18][CH:17]=1)[CH:12]=C)(=[O:7])=[O:6].O=O.[O:26]=[O+][O-].CSC. The catalyst is ClCCl. The product is [Cl:1][CH2:2][CH2:3][CH2:4][S:5]([O:8][CH2:9][C:10]([CH3:22])([CH3:23])[CH:11]([O:14][CH2:15][C:16]1[CH:17]=[CH:18][CH:19]=[CH:20][CH:21]=1)[CH:12]=[O:26])(=[O:6])=[O:7]. The yield is 0.760.